Task: Predict the product of the given reaction.. Dataset: Forward reaction prediction with 1.9M reactions from USPTO patents (1976-2016) (1) Given the reactants Br[C:2]1[CH:7]=[CH:6][C:5]([N:8]2[CH2:13][CH2:12][CH2:11][CH:10]([CH3:14])[CH2:9]2)=[CH:4][CH:3]=1.[Cl:15][C:16]1[CH:27]=[CH:26][C:19]([C:20](N(OC)C)=[O:21])=[CH:18][C:17]=1[S:28](=[O:31])(=[O:30])[NH2:29].C([Li])(C)(C)C, predict the reaction product. The product is: [Cl:15][C:16]1[CH:27]=[CH:26][C:19]([C:20](=[O:21])[C:2]2[CH:7]=[CH:6][C:5]([N:8]3[CH2:13][CH2:12][CH2:11][CH:10]([CH3:14])[CH2:9]3)=[CH:4][CH:3]=2)=[CH:18][C:17]=1[S:28]([NH2:29])(=[O:31])=[O:30]. (2) Given the reactants C(=O)([O-])[O-].[K+].[K+].[OH:7][C:8]1[CH:12]=[C:11]([CH3:13])[NH:10][N:9]=1.F[C:15]1[CH:22]=[CH:21][C:18]([C:19]#[N:20])=[CH:17][C:16]=1[C:23]([F:26])([F:25])[F:24].Cl, predict the reaction product. The product is: [C:19]([C:18]1[CH:21]=[CH:22][C:15]([O:7][C:8]2[CH:12]=[C:11]([CH3:13])[NH:10][N:9]=2)=[C:16]([C:23]([F:24])([F:25])[F:26])[CH:17]=1)#[N:20]. (3) The product is: [CH2:1]([C:3]1[N:8]([C:9]2[CH:10]=[CH:11][C:12]([O:15][CH:16]3[CH2:17][CH2:18][C:19](=[O:22])[CH2:20][CH2:21]3)=[CH:13][CH:14]=2)[C:7](=[O:23])[C:6]([CH2:24][C:25]2[CH:30]=[CH:29][C:28]([C:31]3[CH:36]=[CH:35][CH:34]=[CH:33][C:32]=3[C:37]3[NH:41][C:40](=[O:42])[O:39][N:38]=3)=[CH:27][CH:26]=2)=[C:5]([CH2:43][CH2:44][CH3:45])[N:4]=1)[CH3:2]. Given the reactants [CH2:1]([C:3]1[N:8]([C:9]2[CH:14]=[CH:13][C:12]([O:15][CH:16]3[CH2:21][CH2:20][CH:19]([OH:22])[CH2:18][CH2:17]3)=[CH:11][CH:10]=2)[C:7](=[O:23])[C:6]([CH2:24][C:25]2[CH:30]=[CH:29][C:28]([C:31]3[CH:36]=[CH:35][CH:34]=[CH:33][C:32]=3[C:37]3[NH:41][C:40](=[O:42])[O:39][N:38]=3)=[CH:27][CH:26]=2)=[C:5]([CH2:43][CH2:44][CH3:45])[N:4]=1)[CH3:2].CC(OI1(OC(C)=O)(OC(C)=O)OC(=O)C2C1=CC=CC=2)=O, predict the reaction product. (4) Given the reactants [O:1]1[C:5]([C:6]2[CH:11]=[CH:10][N:9]=[C:8]([NH2:12])[CH:7]=2)=[CH:4][N:3]=[CH:2]1.N1C=CC=CC=1.Cl[C:20]([O:22][C:23]1[CH:28]=[CH:27][CH:26]=[CH:25][CH:24]=1)=[O:21].O, predict the reaction product. The product is: [C:23]1([O:22][C:20](=[O:21])[NH:12][C:8]2[CH:7]=[C:6]([C:5]3[O:1][CH:2]=[N:3][CH:4]=3)[CH:11]=[CH:10][N:9]=2)[CH:28]=[CH:27][CH:26]=[CH:25][CH:24]=1.